Dataset: Reaction yield outcomes from USPTO patents with 853,638 reactions. Task: Predict the reaction yield, written as a fraction of the theoretical maximum amount of product (1.0 means a 100% yield; for example, 0.34 means a 34% yield). (1) The reactants are [CH:1]([N:14]1[C:22]2[C:17](=[CH:18][C:19]([Cl:23])=[CH:20][CH:21]=2)[C:16]([CH2:24][CH2:25][O:26][C:27]2[CH:35]=[CH:34][C:30]([C:31]([OH:33])=[O:32])=[CH:29][CH:28]=2)=[C:15]1[CH2:36][CH2:37][NH:38]S(CC1C=CC=CC=1)(=O)=O)([C:8]1[CH:13]=[CH:12][CH:11]=[CH:10][CH:9]=1)[C:2]1[CH:7]=[CH:6][CH:5]=[CH:4][CH:3]=1.[F:49][C:50]([F:56])([F:55])[S:51](Cl)(=[O:53])=[O:52]. No catalyst specified. The product is [CH:1]([N:14]1[C:22]2[C:17](=[CH:18][C:19]([Cl:23])=[CH:20][CH:21]=2)[C:16]([CH2:24][CH2:25][O:26][C:27]2[CH:35]=[CH:34][C:30]([C:31]([OH:33])=[O:32])=[CH:29][CH:28]=2)=[C:15]1[CH2:36][CH2:37][NH:38][S:51]([C:50]([F:56])([F:55])[F:49])(=[O:53])=[O:52])([C:2]1[CH:3]=[CH:4][CH:5]=[CH:6][CH:7]=1)[C:8]1[CH:9]=[CH:10][CH:11]=[CH:12][CH:13]=1. The yield is 0.490. (2) The yield is 0.440. The catalyst is C1COCC1. The reactants are [N:1]1[CH:6]=[CH:5][CH:4]=[CH:3][N:2]=1.CC1(C)CCCC(C)(C)N1.[Li].[O:18]1[C:22]2([CH2:27][CH2:26][C:25](=[O:28])[CH2:24][CH2:23]2)[O:21][CH2:20][CH2:19]1. The product is [N:1]1[CH:6]=[CH:5][CH:4]=[C:3]([C:25]2([OH:28])[CH2:26][CH2:27][C:22]3([O:21][CH2:20][CH2:19][O:18]3)[CH2:23][CH2:24]2)[N:2]=1. (3) The product is [CH3:15][N:2]([CH3:1])[S:3]([CH2:6][CH2:7][C:8]1[CH:9]=[CH:10][C:11]([NH2:14])=[C:12]([Br:23])[CH:13]=1)(=[O:4])=[O:5]. The catalyst is C(Cl)Cl. The yield is 0.960. The reactants are [CH3:1][N:2]([CH3:15])[S:3]([CH2:6][CH2:7][C:8]1[CH:13]=[CH:12][C:11]([NH2:14])=[CH:10][CH:9]=1)(=[O:5])=[O:4].C1C(=O)N([Br:23])C(=O)C1. (4) The reactants are [C:1](/[N:9]=[C:10](\SC)/[NH:11][C@:12]([C:27]1[CH:32]=[C:31]([C:33]([F:36])([F:35])[F:34])[CH:30]=[C:29]([F:37])[CH:28]=1)([C:20]1[CH:25]=[CH:24][C:23]([F:26])=[CH:22][CH:21]=1)[CH2:13][C:14]1[CH:19]=[CH:18][CH:17]=[CH:16][CH:15]=1)(=O)[C:2]1[CH:7]=[CH:6][CH:5]=[CH:4][CH:3]=1.[NH2:40][NH2:41]. The catalyst is CC#N.[N+]([O-])([O-])=O.[Ag+]. The product is [F:37][C:29]1[CH:28]=[C:27]([C@@:12]([NH:11][C:10]2[NH:9][C:1]([C:2]3[CH:3]=[CH:4][CH:5]=[CH:6][CH:7]=3)=[N:41][N:40]=2)([C:20]2[CH:21]=[CH:22][C:23]([F:26])=[CH:24][CH:25]=2)[CH2:13][C:14]2[CH:19]=[CH:18][CH:17]=[CH:16][CH:15]=2)[CH:32]=[C:31]([C:33]([F:34])([F:35])[F:36])[CH:30]=1. The yield is 0.690. (5) The reactants are C([O:3][C:4](=[O:14])[CH2:5][C:6]1[C:11]([CH3:12])=[CH:10][CH:9]=[CH:8][C:7]=1[CH3:13])C.O.[OH-].[Li+]. The catalyst is C1COCC1.O. The product is [CH3:12][C:11]1[CH:10]=[CH:9][CH:8]=[C:7]([CH3:13])[C:6]=1[CH2:5][C:4]([OH:14])=[O:3]. The yield is 0.780. (6) The reactants are [H-].[Na+].Br[CH2:4][C:5]1[CH:15]=[CH:14][C:8]([C:9]([O:11][CH2:12][CH3:13])=[O:10])=[CH:7][CH:6]=1.C(OP(OCC)OCC)C.[CH:26](=O)[C:27]1[O:31][CH:30]=[CH:29][CH:28]=1. The catalyst is O1CCCC1. The product is [CH2:12]([O:11][C:9](=[O:10])[C:8]1[CH:14]=[CH:15][C:5](/[CH:4]=[CH:26]/[C:27]2[O:31][CH:30]=[CH:29][CH:28]=2)=[CH:6][CH:7]=1)[CH3:13]. The yield is 0.420. (7) The reactants are [CH3:1][O:2][C:3](=[O:23])[NH:4][CH:5]([C:9]([N:11]1[CH2:15][CH2:14][CH2:13][CH:12]1[C:16]1[NH:17][C:18]([C:21]#[CH:22])=[CH:19][N:20]=1)=[O:10])[CH:6]([CH3:8])[CH3:7].[CH3:24][O:25][C:26](=[O:57])[NH:27][CH:28]([C:32]([N:34]1[CH2:38][CH2:37][CH2:36][CH:35]1[C:39]1[NH:40][C:41]([C:44]2[CH:49]=[CH:48][C:47]([C:50]3[CH:55]=[CH:54][C:53](Br)=[CH:52][CH:51]=3)=[CH:46][CH:45]=2)=[CH:42][N:43]=1)=[O:33])[CH:29]([CH3:31])[CH3:30].C(N(CC)CC)C. The catalyst is CN(C=O)C.C1C=CC([P]([Pd]([P](C2C=CC=CC=2)(C2C=CC=CC=2)C2C=CC=CC=2)([P](C2C=CC=CC=2)(C2C=CC=CC=2)C2C=CC=CC=2)[P](C2C=CC=CC=2)(C2C=CC=CC=2)C2C=CC=CC=2)(C2C=CC=CC=2)C2C=CC=CC=2)=CC=1.[Cu]I. The product is [CH3:24][O:25][C:26](=[O:57])[NH:27][CH:28]([C:32]([N:34]1[CH2:38][CH2:37][CH2:36][CH:35]1[C:39]1[NH:40][C:41]([C:44]2[CH:49]=[CH:48][C:47]([C:50]3[CH:55]=[CH:54][C:53]([C:22]#[C:21][C:18]4[NH:17][C:16]([CH:12]5[CH2:13][CH2:14][CH2:15][N:11]5[C:9](=[O:10])[CH:5]([NH:4][C:3]([O:2][CH3:1])=[O:23])[CH:6]([CH3:8])[CH3:7])=[N:20][CH:19]=4)=[CH:52][CH:51]=3)=[CH:46][CH:45]=2)=[CH:42][N:43]=1)=[O:33])[CH:29]([CH3:31])[CH3:30]. The yield is 0.120.